From a dataset of Full USPTO retrosynthesis dataset with 1.9M reactions from patents (1976-2016). Predict the reactants needed to synthesize the given product. (1) Given the product [Cl:31][C:25]1[CH:26]=[CH:27][CH:28]=[C:29]2[C:24]=1[O:23][C:22](=[O:32])[C:21]([C:18]1[S:17][C:16]([NH:7][C:8]3[CH:13]=[C:12]([CH3:14])[CH:11]=[C:10]([CH3:15])[CH:9]=3)=[N:20][CH:19]=1)=[CH:30]2, predict the reactants needed to synthesize it. The reactants are: C(OC(=O)[N:7]([C:16]1[S:17][C:18]([C:21]2[C:22](=[O:32])[O:23][C:24]3[C:29]([CH:30]=2)=[CH:28][CH:27]=[CH:26][C:25]=3[Cl:31])=[CH:19][N:20]=1)[C:8]1[CH:13]=[C:12]([CH3:14])[CH:11]=[C:10]([CH3:15])[CH:9]=1)(C)(C)C.Cl. (2) Given the product [NH2:1][C:2]1[C:7](/[CH:8]=[CH:9]/[C:10]([OH:12])=[O:11])=[CH:6][C:5]([Cl:17])=[CH:4][N:3]=1, predict the reactants needed to synthesize it. The reactants are: [NH2:1][C:2]1[C:7](/[CH:8]=[CH:9]/[C:10]([O:12]C(C)(C)C)=[O:11])=[CH:6][C:5]([Cl:17])=[CH:4][N:3]=1.